This data is from Forward reaction prediction with 1.9M reactions from USPTO patents (1976-2016). The task is: Predict the product of the given reaction. (1) Given the reactants [N:1]([C@H:4]1[CH2:8][CH2:7][N:6]([C:9]([O:11][CH2:12][C:13]2[CH:18]=[CH:17][C:16]([N+:19]([O-:21])=[O:20])=[CH:15][CH:14]=2)=[O:10])[CH2:5]1)=[N+]=[N-].C1(P(C2C=CC=CC=2)C2C=CC=CC=2)C=CC=CC=1.O.O.O.O.O.O.O.O.O.O.S([O-])([O-])(=O)=O.[Na+].[Na+], predict the reaction product. The product is: [NH2:1][C@H:4]1[CH2:8][CH2:7][N:6]([C:9]([O:11][CH2:12][C:13]2[CH:18]=[CH:17][C:16]([N+:19]([O-:21])=[O:20])=[CH:15][CH:14]=2)=[O:10])[CH2:5]1. (2) Given the reactants C([O-])(=O)C.[K+].[B:15]1([B:15]2[O:19][C:18]([CH3:21])([CH3:20])[C:17]([CH3:23])([CH3:22])[O:16]2)[O:19][C:18]([CH3:21])([CH3:20])[C:17]([CH3:23])([CH3:22])[O:16]1.Br[C:25]1[CH:37]=[CH:36][C:28]([C:29]([O:31][C:32]([CH3:35])([CH3:34])[CH3:33])=[O:30])=[C:27]([N+:38]([O-:40])=[O:39])[CH:26]=1, predict the reaction product. The product is: [N+:38]([C:27]1[CH:26]=[C:25]([B:15]2[O:16][C:17]([CH3:22])([CH3:23])[C:18]([CH3:20])([CH3:21])[O:19]2)[CH:37]=[CH:36][C:28]=1[C:29]([O:31][C:32]([CH3:35])([CH3:34])[CH3:33])=[O:30])([O-:40])=[O:39].